This data is from Catalyst prediction with 721,799 reactions and 888 catalyst types from USPTO. The task is: Predict which catalyst facilitates the given reaction. (1) Reactant: Br[C:2]1[N:6]([S:7]([C:10]2[CH:15]=[CH:14][CH:13]=[CH:12][CH:11]=2)(=[O:9])=[O:8])[CH:5]=[C:4]([CH:16]=[O:17])[C:3]=1[CH3:18].[S:19]1[CH:23]=[CH:22][C:21](B(O)O)=[CH:20]1.C(=O)([O-])[O-].[Na+].[Na+].O. Product: [CH3:18][C:3]1[C:4]([CH:16]=[O:17])=[CH:5][N:6]([S:7]([C:10]2[CH:15]=[CH:14][CH:13]=[CH:12][CH:11]=2)(=[O:9])=[O:8])[C:2]=1[C:21]1[CH:22]=[CH:23][S:19][CH:20]=1. The catalyst class is: 57. (2) Product: [CH3:1][N:2]1[CH2:7][CH2:6][CH2:5][N:4]([CH2:12][C:13]([O:15][C:16]([CH3:19])([CH3:18])[CH3:17])=[O:14])[C:3]1=[O:8]. The catalyst class is: 3. Reactant: [CH3:1][N:2]1[CH2:7][CH2:6][CH2:5][NH:4][C:3]1=[O:8].[H-].[Na+].Br[CH2:12][C:13]([O:15][C:16]([CH3:19])([CH3:18])[CH3:17])=[O:14]. (3) Reactant: [C:1]([C:5]1[CH:6]=[C:7]([C:15]2[N:19]([C:20]3[CH:21]=[N:22][C:23]([S:26]([CH3:29])(=[O:28])=[O:27])=[CH:24][CH:25]=3)[N:18]=[C:17]([C:30]3[CH:39]=[CH:38][C:33]([C:34]([O:36]C)=[O:35])=[CH:32][CH:31]=3)[CH:16]=2)[CH:8]=[C:9]([C:11]([CH3:14])([CH3:13])[CH3:12])[CH:10]=1)([CH3:4])([CH3:3])[CH3:2].[Li+].[OH-].Cl. Product: [C:1]([C:5]1[CH:6]=[C:7]([C:15]2[N:19]([C:20]3[CH:21]=[N:22][C:23]([S:26]([CH3:29])(=[O:28])=[O:27])=[CH:24][CH:25]=3)[N:18]=[C:17]([C:30]3[CH:39]=[CH:38][C:33]([C:34]([OH:36])=[O:35])=[CH:32][CH:31]=3)[CH:16]=2)[CH:8]=[C:9]([C:11]([CH3:14])([CH3:13])[CH3:12])[CH:10]=1)([CH3:2])([CH3:3])[CH3:4]. The catalyst class is: 776. (4) Reactant: [NH:1]1[C:9]2[CH:8]=[CH:7][CH:6]=[C:5]([NH2:10])[C:4]=2[CH:3]=[N:2]1.[O-]P([O-])([O-])=O.[K+].[K+].[K+].[F:19][C:20]1[CH:25]=[C:24]([F:26])[CH:23]=[CH:22][C:21]=1I.CN[C@@H]1CCCC[C@H]1NC. Product: [F:19][C:20]1[CH:25]=[C:24]([F:26])[CH:23]=[CH:22][C:21]=1[N:1]1[C:9]2[CH:8]=[CH:7][CH:6]=[C:5]([NH2:10])[C:4]=2[CH:3]=[N:2]1. The catalyst class is: 321. (5) Reactant: [F:1][C:2]1[CH:7]=[CH:6][CH:5]=[CH:4][C:3]=1[CH:8]1[CH2:10][O:9]1.[OH:11][C:12]1[CH:19]=[CH:18][C:15]([CH:16]=[O:17])=[CH:14][CH:13]=1.[OH-].[Na+]. Product: [F:1][C:2]1[CH:7]=[CH:6][CH:5]=[CH:4][C:3]=1[CH:8]([OH:9])[CH2:10][O:11][C:12]1[CH:19]=[CH:18][C:15]([CH:16]=[O:17])=[CH:14][CH:13]=1. The catalyst class is: 11. (6) Reactant: [Cl:1][C:2]1[C:7]([Cl:8])=[C:6]([C:9]([OH:18])([C:14]([F:17])([F:16])[F:15])[C:10]([F:13])([F:12])[F:11])[CH:5]=[CH:4][C:3]=1[C:19]1[S:23][C:22]([C:24]2[N:28]([CH2:29][C:30]3[CH:35]=[CH:34][C:33]([O:36][CH3:37])=[CH:32][CH:31]=3)[C:27]([C:38]([OH:41])([CH3:40])[CH3:39])=[N:26][N:25]=2)=[N:21][C:20]=1[C:42]([OH:44])=O.[CH2:45]([NH:47][CH2:48][CH3:49])[CH3:46].CN(C(ON1N=NC2C=CC=NC1=2)=[N+](C)C)C.F[P-](F)(F)(F)(F)F.CCN(C(C)C)C(C)C. Product: [Cl:1][C:2]1[C:7]([Cl:8])=[C:6]([C:9]([OH:18])([C:10]([F:12])([F:11])[F:13])[C:14]([F:17])([F:16])[F:15])[CH:5]=[CH:4][C:3]=1[C:19]1[S:23][C:22]([C:24]2[N:28]([CH2:29][C:30]3[CH:35]=[CH:34][C:33]([O:36][CH3:37])=[CH:32][CH:31]=3)[C:27]([C:38]([OH:41])([CH3:40])[CH3:39])=[N:26][N:25]=2)=[N:21][C:20]=1[C:42]([N:47]([CH2:48][CH3:49])[CH2:45][CH3:46])=[O:44]. The catalyst class is: 47. (7) Reactant: [CH3:1][C:2]1[C:11]2[NH:10][C:9](=[O:12])[CH2:8][O:7][C:6]=2[CH:5]=[CH:4][CH:3]=1.[C:13](Cl)(=[O:15])[CH3:14].[Al+3].[Cl-].[Cl-].[Cl-]. Product: [C:13]([C:3]1[CH:4]=[CH:5][C:6]2[O:7][CH2:8][C:9](=[O:12])[NH:10][C:11]=2[C:2]=1[CH3:1])(=[O:15])[CH3:14]. The catalyst class is: 534.